From a dataset of Catalyst prediction with 721,799 reactions and 888 catalyst types from USPTO. Predict which catalyst facilitates the given reaction. (1) Reactant: [C:1]([O:5][C:6]([NH:8][C@@H:9]([CH2:13][CH2:14][CH2:15][C:16]([CH3:21])([N+:18]([O-:20])=[O:19])[CH3:17])[C:10]([OH:12])=[O:11])=[O:7])([CH3:4])([CH3:3])[CH3:2].[CH3:22]OC(OC)N(C)C. Product: [C:1]([O:5][C:6]([NH:8][C@@H:9]([CH2:13][CH2:14][CH2:15][C:16]([CH3:21])([N+:18]([O-:20])=[O:19])[CH3:17])[C:10]([O:12][CH3:22])=[O:11])=[O:7])([CH3:4])([CH3:2])[CH3:3]. The catalyst class is: 4. (2) Reactant: [CH:1]([C:4]1[CH:9]=[CH:8][C:7]([CH:10]2[C:14]3[CH:15]=[C:16]([NH2:21])[C:17]([CH3:20])=[C:18]([CH3:19])[C:13]=3[O:12][CH2:11]2)=[CH:6][CH:5]=1)([CH3:3])[CH3:2].[Br:22]N1C(=O)CCC1=O. Product: [Br:22][C:15]1[C:14]2[CH:10]([C:7]3[CH:8]=[CH:9][C:4]([CH:1]([CH3:3])[CH3:2])=[CH:5][CH:6]=3)[CH2:11][O:12][C:13]=2[C:18]([CH3:19])=[C:17]([CH3:20])[C:16]=1[NH2:21]. The catalyst class is: 10. (3) Reactant: [C:1]([C:3](=[C:9]([C:16]1[CH:21]=[CH:20][CH:19]=[CH:18][CH:17]=1)[C:10]1[CH:15]=[CH:14][CH:13]=[CH:12][CH:11]=1)[C:4]([O:6][CH2:7][CH3:8])=[O:5])#[N:2].[C:22]([CH:26]1[CH2:31]CC(O)[CH2:28][CH2:27]1)([CH3:25])([CH3:24])[CH3:23].C([O-])([O-])=O.[Na+].[Na+].C(O)C. Product: [C:1]([C:3](=[C:9]([C:16]1[CH:17]=[CH:18][CH:19]=[CH:20][CH:21]=1)[C:10]1[CH:11]=[CH:12][CH:13]=[CH:14][CH:15]=1)[C:4]([O:6][CH:7]1[CH2:28][CH2:27][CH:26]([C:22]([CH3:25])([CH3:24])[CH3:23])[CH2:31][CH2:8]1)=[O:5])#[N:2]. The catalyst class is: 5.